This data is from Forward reaction prediction with 1.9M reactions from USPTO patents (1976-2016). The task is: Predict the product of the given reaction. (1) Given the reactants [Br:1][C:2]1[CH:7]=[C:6]([Cl:8])[CH:5]=[C:4]([CH2:9][C:10]2[CH2:14][CH2:13][CH2:12][CH:11]=2)[C:3]=1[OH:15], predict the reaction product. The product is: [Br:1][C:2]1[C:3]2[O:15][C:10]3([CH2:14][CH2:13][CH2:12][CH2:11]3)[CH2:9][C:4]=2[CH:5]=[C:6]([Cl:8])[CH:7]=1. (2) The product is: [Cl:21][C:22]1[CH:29]=[C:28]([N:30]2[CH:6]([CH:1]3[CH2:5][CH2:4][CH2:3][CH2:2]3)[CH2:7][C:8]([C:10]3[CH:18]=[CH:17][C:13]([C:14]([OH:16])=[O:15])=[C:12]([O:19][CH3:20])[N:11]=3)=[N:31]2)[CH:27]=[CH:26][C:23]=1[C:24]#[N:25]. Given the reactants [CH:1]1([CH:6]=[CH:7][C:8]([C:10]2[CH:18]=[CH:17][C:13]([C:14]([O-:16])=[O:15])=[C:12]([O:19][CH3:20])[N:11]=2)=O)[CH2:5][CH2:4][CH2:3][CH2:2]1.[Cl:21][C:22]1[CH:29]=[C:28]([NH:30][NH2:31])[CH:27]=[CH:26][C:23]=1[C:24]#[N:25], predict the reaction product.